From a dataset of Catalyst prediction with 721,799 reactions and 888 catalyst types from USPTO. Predict which catalyst facilitates the given reaction. Reactant: [Cl:1][C:2]1[C:10]([NH:11][S:12]([C:15]2[S:16][CH:17]=[CH:18][CH:19]=2)(=[O:14])=[O:13])=[C:9]2[C:5]([CH:6]=[C:7]([C:20]([OH:22])=O)[NH:8]2)=[CH:4][CH:3]=1.[N:23]1(O)C2C=CC=CC=2N=N1.Cl.CN(C)CCCN=C=NCC.N.C(O)(=O)CC(CC(O)=O)(C(O)=O)O. Product: [Cl:1][C:2]1[C:10]([NH:11][S:12]([C:15]2[S:16][CH:17]=[CH:18][CH:19]=2)(=[O:14])=[O:13])=[C:9]2[C:5]([CH:6]=[C:7]([C:20]([NH2:23])=[O:22])[NH:8]2)=[CH:4][CH:3]=1. The catalyst class is: 9.